From a dataset of Reaction yield outcomes from USPTO patents with 853,638 reactions. Predict the reaction yield, written as a fraction of the theoretical maximum amount of product (1.0 means a 100% yield; for example, 0.34 means a 34% yield). (1) The reactants are [C:1]([C:4]1[CH:5]=[CH:6][C:7]2[O:11][C:10](=[O:12])[NH:9][C:8]=2[CH:13]=1)(=[O:3])[CH3:2].CI.[C:16](=O)([O-])[O-].[Cs+].[Cs+]. The catalyst is CN(C=O)C. The product is [C:1]([C:4]1[CH:5]=[CH:6][C:7]2[O:11][C:10](=[O:12])[N:9]([CH3:16])[C:8]=2[CH:13]=1)(=[O:3])[CH3:2]. The yield is 0.740. (2) The reactants are [CH2:1]([O:3][C:4](=[O:18])[CH2:5][NH:6][CH2:7][C:8]1[CH:13]=[C:12]([Cl:14])[CH:11]=[CH:10][C:9]=1[N+:15]([O-:17])=[O:16])[CH3:2].[C:19](O[C:19]([O:21][C:22]([CH3:25])([CH3:24])[CH3:23])=[O:20])([O:21][C:22]([CH3:25])([CH3:24])[CH3:23])=[O:20]. The catalyst is ClCCl. The product is [CH2:1]([O:3][C:4](=[O:18])[CH2:5][N:6]([C:19]([O:21][C:22]([CH3:25])([CH3:24])[CH3:23])=[O:20])[CH2:7][C:8]1[CH:13]=[C:12]([Cl:14])[CH:11]=[CH:10][C:9]=1[N+:15]([O-:17])=[O:16])[CH3:2]. The yield is 0.510. (3) The reactants are Cl.[NH:2]1[CH2:6][CH2:5][CH2:4][C@H:3]1[C:7]([NH2:9])=[O:8].[CH3:10][O:11][C:12]([NH:14][C@@H:15]([CH:19]([CH3:21])[CH3:20])[C:16](O)=[O:17])=[O:13].O.N1(O)C2C=CC=CC=2N=N1.Cl.C(N=C=NCCCN(C)C)C.CN1CCOCC1. The catalyst is ClCCl. The product is [C:7]([C@@H:3]1[CH2:4][CH2:5][CH2:6][N:2]1[C:16](=[O:17])[C@@H:15]([NH:14][C:12](=[O:13])[O:11][CH3:10])[CH:19]([CH3:21])[CH3:20])(=[O:8])[NH2:9]. The yield is 0.640. (4) The reactants are [OH-].[K+].C([O:10][C:11]([N:13]1[CH2:18][CH2:17][C:16]([N:25]([CH3:27])[CH3:26])([C:19]2[CH:24]=[CH:23][CH:22]=[CH:21][CH:20]=2)[CH2:15][CH2:14]1)=[O:12])C1C=CC=CC=1.C(=O)([O-])O.[Na+].[CH3:33][C:34](OC(OC(O[C:34]([CH3:36])([CH3:35])[CH3:33])=O)=O)([CH3:36])[CH3:35]. The catalyst is C(O)C.CO.C(Cl)(Cl)Cl. The product is [C:34]([O:10][C:11]([N:13]1[CH2:14][CH2:15][C:16]([N:25]([CH3:26])[CH3:27])([C:19]2[CH:24]=[CH:23][CH:22]=[CH:21][CH:20]=2)[CH2:17][CH2:18]1)=[O:12])([CH3:36])([CH3:35])[CH3:33]. The yield is 0.770. (5) The yield is 0.870. The product is [CH2:1]([O:8][C:9]1[CH:14]=[CH:13][C:12]([C:15]2[CH:20]=[CH:19][C:18]([N:21]3[CH2:26][CH2:25][C:24](=[O:27])[CH2:23][CH2:22]3)=[CH:17][CH:16]=2)=[CH:11][CH:10]=1)[C:2]1[CH:3]=[CH:4][CH:5]=[CH:6][CH:7]=1. The reactants are [CH2:1]([O:8][C:9]1[CH:14]=[CH:13][C:12]([C:15]2[CH:20]=[CH:19][C:18]([N:21]3[CH2:26][CH2:25][C:24](OCC)([O:27]CC)[CH2:23][CH2:22]3)=[CH:17][CH:16]=2)=[CH:11][CH:10]=1)[C:2]1[CH:7]=[CH:6][CH:5]=[CH:4][CH:3]=1.Cl.[OH-].[Na+]. The catalyst is CC(C)=O. (6) The reactants are [Br:1][C:2]([CH3:25])([CH3:24])[C:3](C1C=CC(C23CCC(CC(OC)=O)(CC2)CC3)=CC=1)=[O:4].[C:26]1([C:32]23[CH2:41][CH:36]4[CH2:37][CH:38]([CH2:40][C:34]([CH2:42][C:43]([O:45][CH3:46])=[O:44])([CH2:35]4)[CH2:33]2)[CH2:39]3)[CH:31]=[CH:30][CH:29]=[CH:28][CH:27]=1. No catalyst specified. The product is [Br:1][C:2]([CH3:25])([CH3:24])[C:3]([C:29]1[CH:28]=[CH:27][C:26]([C:32]23[CH2:41][CH:36]4[CH2:37][CH:38]([CH2:40][C:34]([CH2:42][C:43]([O:45][CH3:46])=[O:44])([CH2:35]4)[CH2:33]2)[CH2:39]3)=[CH:31][CH:30]=1)=[O:4]. The yield is 0.350. (7) The reactants are Br[CH2:2][CH2:3][CH2:4][CH:5]=[CH2:6].[CH:7]1([NH2:10])[CH2:9][CH2:8]1. The catalyst is CO. The product is [CH2:2]([NH:10][CH:7]1[CH2:9][CH2:8]1)[CH2:3][CH2:4][CH:5]=[CH2:6]. The yield is 0.600. (8) The reactants are [BH4-].[Na+].[O:3]=[C:4]1[CH2:10][CH2:9][CH2:8][N:7]([C:11]([O:13][CH2:14][CH3:15])=[O:12])[CH2:6][CH2:5]1. The catalyst is CO. The product is [OH:3][CH:4]1[CH2:10][CH2:9][CH2:8][N:7]([C:11]([O:13][CH2:14][CH3:15])=[O:12])[CH2:6][CH2:5]1. The yield is 0.940. (9) The reactants are [O:1]1[C:5]2[CH:6]=[C:7]([OH:10])[CH:8]=[CH:9][C:4]=2[CH2:3][CH2:2]1.C([Mg]Cl)(C)C.[Cl:16][C:17]1[CH:18]=[CH:19][CH:20]=[C:21]2[C:25]=1[N:24]([CH:26]([C:33]1[CH:38]=[CH:37][CH:36]=[CH:35][CH:34]=1)[C:27]1[CH:32]=[CH:31][CH:30]=[CH:29][CH:28]=1)[C:23](=[O:39])[C:22]2=[O:40]. The catalyst is O1CCCC1. The product is [Cl:16][C:17]1[CH:18]=[CH:19][CH:20]=[C:21]2[C:25]=1[N:24]([CH:26]([C:27]1[CH:28]=[CH:29][CH:30]=[CH:31][CH:32]=1)[C:33]1[CH:38]=[CH:37][CH:36]=[CH:35][CH:34]=1)[C:23](=[O:39])[C:22]2([OH:40])[C:8]1[C:7]([OH:10])=[CH:6][C:5]2[O:1][CH2:2][CH2:3][C:4]=2[CH:9]=1. The yield is 0.950.